This data is from Reaction yield outcomes from USPTO patents with 853,638 reactions. The task is: Predict the reaction yield, written as a fraction of the theoretical maximum amount of product (1.0 means a 100% yield; for example, 0.34 means a 34% yield). (1) The reactants are [C:1]([C:5]1[O:9][N:8]=[C:7]([NH:10][C:11](=[O:45])[NH:12][C:13]2[CH:14]=[C:15]([CH:42]=[CH:43][CH:44]=2)[O:16][C:17]2[C:26]3[C:21](=[CH:22][C:23]([O:40][CH3:41])=[C:24]([O:27][C@H:28]4[CH2:32][CH2:31][N:30](C(OC(C)(C)C)=O)[CH2:29]4)[CH:25]=3)[N:20]=[CH:19][N:18]=2)[CH:6]=1)([CH3:4])([CH3:3])[CH3:2].[ClH:46].O1CCOCC1. No catalyst specified. The product is [ClH:46].[ClH:46].[C:1]([C:5]1[O:9][N:8]=[C:7]([NH:10][C:11]([NH:12][C:13]2[CH:44]=[CH:43][CH:42]=[C:15]([O:16][C:17]3[C:26]4[C:21](=[CH:22][C:23]([O:40][CH3:41])=[C:24]([O:27][C@H:28]5[CH2:32][CH2:31][NH:30][CH2:29]5)[CH:25]=4)[N:20]=[CH:19][N:18]=3)[CH:14]=2)=[O:45])[CH:6]=1)([CH3:4])([CH3:2])[CH3:3]. The yield is 0.910. (2) The reactants are [CH2:1]([O:3][C:4](=[O:21])[C:5]1[C:10]([NH:11][C:12]2[CH:17]=[CH:16][C:15]([I:18])=[CH:14][C:13]=2[F:19])=[CH:9][C:8](Cl)=[N:7][CH:6]=1)[CH3:2].S(OC)(O[CH3:26])(=O)=O.C(N(CC)CC)C.C(O)(=O)C.[OH2:40]. The catalyst is C(Cl)(Cl)Cl.CCO. The product is [F:19][C:13]1[CH:14]=[C:15]([I:18])[CH:16]=[CH:17][C:12]=1[NH:11][C:10]1[C:5]([C:4]([O:3][CH2:1][CH3:2])=[O:21])=[CH:6][N:7]([CH3:26])[C:8](=[O:40])[CH:9]=1. The yield is 0.700.